Dataset: Peptide-MHC class I binding affinity with 185,985 pairs from IEDB/IMGT. Task: Regression. Given a peptide amino acid sequence and an MHC pseudo amino acid sequence, predict their binding affinity value. This is MHC class I binding data. (1) The peptide sequence is EELITDVEFL. The MHC is HLA-B40:02 with pseudo-sequence HLA-B40:02. The binding affinity (normalized) is 0.150. (2) The peptide sequence is GRYIVYSSY. The MHC is HLA-B08:01 with pseudo-sequence HLA-B08:01. The binding affinity (normalized) is 0.0847.